This data is from Full USPTO retrosynthesis dataset with 1.9M reactions from patents (1976-2016). The task is: Predict the reactants needed to synthesize the given product. Given the product [C:23]([C:7]1[CH:8]=[CH:9][C:4]([C:1](=[O:3])[CH3:2])=[CH:5][C:6]=1[O:21][CH3:22])#[C:24][CH2:25][CH2:26][CH2:27][CH2:28][CH3:29], predict the reactants needed to synthesize it. The reactants are: [C:1]([C:4]1[CH:9]=[CH:8][C:7](OS(C2C=CC(C)=CC=2)(=O)=O)=[C:6]([O:21][CH3:22])[CH:5]=1)(=[O:3])[CH3:2].[CH:23]#[C:24][CH2:25][CH2:26][CH2:27][CH2:28][CH3:29].